Task: Predict which catalyst facilitates the given reaction.. Dataset: Catalyst prediction with 721,799 reactions and 888 catalyst types from USPTO Reactant: C(OC([N:8]1[CH2:11][CH:10]([C:12]2[CH:17]=[CH:16][CH:15]=[C:14]([C:18]([N:20]3[CH2:25][CH2:24][CH:23]([O:26][C:27]4[CH:32]=[CH:31][C:30]([F:33])=[CH:29][CH:28]=4)[CH2:22][CH2:21]3)=[O:19])[N:13]=2)[CH2:9]1)=O)(C)(C)C.C([O-])(O)=O.[Na+]. Product: [NH:8]1[CH2:9][CH:10]([C:12]2[N:13]=[C:14]([C:18]([N:20]3[CH2:25][CH2:24][CH:23]([O:26][C:27]4[CH:28]=[CH:29][C:30]([F:33])=[CH:31][CH:32]=4)[CH2:22][CH2:21]3)=[O:19])[CH:15]=[CH:16][CH:17]=2)[CH2:11]1. The catalyst class is: 281.